From a dataset of Catalyst prediction with 721,799 reactions and 888 catalyst types from USPTO. Predict which catalyst facilitates the given reaction. (1) Reactant: [CH2:1]([OH:8])[C:2]1[CH:7]=[CH:6][CH:5]=[CH:4][CH:3]=1.[H-].[Na+].Cl[C:12]1[CH:13]=[CH:14][C:15]2[CH2:16][N:17]([C:23]([O:25][C:26]([CH3:29])([CH3:28])[CH3:27])=[O:24])[CH2:18][CH2:19][O:20][C:21]=2[N:22]=1.O. Product: [CH2:1]([O:8][C:12]1[CH:13]=[CH:14][C:15]2[CH2:16][N:17]([C:23]([O:25][C:26]([CH3:29])([CH3:28])[CH3:27])=[O:24])[CH2:18][CH2:19][O:20][C:21]=2[N:22]=1)[C:2]1[CH:7]=[CH:6][CH:5]=[CH:4][CH:3]=1. The catalyst class is: 733. (2) Reactant: [F:1][C:2]1[CH:10]=[C:9]2[C:5]([CH:6]=[N:7][NH:8]2)=[CH:4][C:3]=1[N+:11]([O-:13])=[O:12].[O-][Cl:15].[Na+]. Product: [Cl:15][C:6]1[C:5]2[C:9](=[CH:10][C:2]([F:1])=[C:3]([N+:11]([O-:13])=[O:12])[CH:4]=2)[NH:8][N:7]=1. The catalyst class is: 14. (3) Reactant: Cl[C:2]1[C:3]2[C:4](=[CH:13][N:14](CC3C=CC(OC)=CC=3)[N:15]=2)[N:5]=[C:6]([C:8]2[S:9][CH:10]=[CH:11][CH:12]=2)[N:7]=1.[O:25]1[CH2:30][CH2:29][NH:28][C:27]2[CH:31]=[C:32]([NH2:35])[CH:33]=[CH:34][C:26]1=2.Cl. Product: [S:9]1[CH:10]=[CH:11][CH:12]=[C:8]1[C:6]1[N:7]=[C:2]([NH:35][C:32]2[CH:33]=[CH:34][C:26]3[O:25][CH2:30][CH2:29][NH:28][C:27]=3[CH:31]=2)[C:3]2[NH:15][N:14]=[CH:13][C:4]=2[N:5]=1. The catalyst class is: 71. (4) Reactant: [CH2:1]=[C:2]1[CH2:6][CH2:5][C:4]([CH3:10])([C:7]([OH:9])=O)[CH2:3]1.Cl.[F:12][C:13]([F:27])([F:26])[C:14]1[CH:15]=[C:16]([CH:19]=[C:20]([C:22]([F:25])([F:24])[F:23])[CH:21]=1)[CH2:17]N.O[N:29]1C2N=CC=CC=2N=N1.C(N(C(C)C)CC)(C)C.Cl.CN(C)CCCN=C=NCC. Product: [F:12][C:13]([F:26])([F:27])[C:14]1[CH:15]=[C:16]([CH:19]=[C:20]([C:22]([F:25])([F:23])[F:24])[CH:21]=1)[CH2:17][CH:3]1[C:2](=[CH2:1])[CH2:6][CH2:5][C:4]1([CH3:10])[C:7]([NH2:29])=[O:9]. The catalyst class is: 4. (5) Reactant: F[C:2]1[CH:9]=[CH:8][C:5]([CH:6]=[O:7])=[CH:4][CH:3]=1.[C:10]1([OH:16])[CH:15]=[CH:14][CH:13]=[CH:12][CH:11]=1.C(=O)([O-])[O-].[Cs+].[Cs+]. Product: [O:16]([C:2]1[CH:9]=[CH:8][C:5]([CH:6]=[O:7])=[CH:4][CH:3]=1)[C:10]1[CH:15]=[CH:14][CH:13]=[CH:12][CH:11]=1. The catalyst class is: 9. (6) Reactant: C([O:8][C:9]1[CH:14]=[CH:13][C:12]([CH2:15][CH2:16][CH2:17][N:18]2[CH:22]=[CH:21][N:20]=[N:19]2)=[CH:11][CH:10]=1)C1C=CC=CC=1.[H][H]. Product: [N:18]1([CH2:17][CH2:16][CH2:15][C:12]2[CH:11]=[CH:10][C:9]([OH:8])=[CH:14][CH:13]=2)[CH:22]=[CH:21][N:20]=[N:19]1. The catalyst class is: 129.